Dataset: CYP2D6 inhibition data for predicting drug metabolism from PubChem BioAssay. Task: Regression/Classification. Given a drug SMILES string, predict its absorption, distribution, metabolism, or excretion properties. Task type varies by dataset: regression for continuous measurements (e.g., permeability, clearance, half-life) or binary classification for categorical outcomes (e.g., BBB penetration, CYP inhibition). Dataset: cyp2d6_veith. The molecule is CC(=O)c1cc(CC=C(C)C)c(O)cc1O. The result is 1 (inhibitor).